From a dataset of Forward reaction prediction with 1.9M reactions from USPTO patents (1976-2016). Predict the product of the given reaction. (1) Given the reactants [C:1]([C:3]1[C:4]([C:17]([F:20])([F:19])[F:18])=[C:5]2[C:9](=[CH:10][CH:11]=1)[N:8]([CH2:12][C:13](=[NH:16])[NH:14][OH:15])[CH:7]=[CH:6]2)#[N:2].[Cl:21][C:22]1[CH:23]=[C:24]([CH:28]=[CH:29][C:30]=1[O:31][C:32]([F:35])([F:34])[F:33])[C:25](O)=O, predict the reaction product. The product is: [Cl:21][C:22]1[CH:23]=[C:24]([C:25]2[O:15][N:14]=[C:13]([CH2:12][N:8]3[C:9]4[C:5](=[C:4]([C:17]([F:19])([F:20])[F:18])[C:3]([C:1]#[N:2])=[CH:11][CH:10]=4)[CH:6]=[CH:7]3)[N:16]=2)[CH:28]=[CH:29][C:30]=1[O:31][C:32]([F:33])([F:34])[F:35]. (2) Given the reactants [C:1]([O:5][C:6](=[O:21])[NH:7][C@@H:8]1[C@@H:12]([C:13]2[CH:18]=[C:17]([F:19])[CH:16]=[CH:15][C:14]=2[F:20])[CH2:11][NH:10][CH2:9]1)([CH3:4])([CH3:3])[CH3:2].[Br:22][C:23]1[CH:24]=[N:25][C:26](Cl)=[N:27][CH:28]=1.C1CCN2C(=NCCC2)CC1, predict the reaction product. The product is: [C:1]([O:5][C:6](=[O:21])[NH:7][C@@H:8]1[C@@H:12]([C:13]2[CH:18]=[C:17]([F:19])[CH:16]=[CH:15][C:14]=2[F:20])[CH2:11][N:10]([C:26]2[N:27]=[CH:28][C:23]([Br:22])=[CH:24][N:25]=2)[CH2:9]1)([CH3:4])([CH3:2])[CH3:3]. (3) Given the reactants [CH2:1]([OH:7])[CH2:2][CH2:3][CH2:4][C:5]#[CH:6].[CH2:8]1C[O:12]C=C[CH2:9]1.[CH3:14][C:15]1[CH:16]=[CH:17][C:18](S(O)(=O)=O)=[CH:19][CH:20]=1.[Li]CCCC.CI, predict the reaction product. The product is: [CH:1](=[O:7])[CH2:2][CH2:3][CH2:4][CH2:5][C:6]#[C:8][CH3:9].[CH2:16]([OH:12])[CH2:17][CH2:18][CH2:19][C:20]#[C:15][CH3:14]. (4) Given the reactants C(OC(NN=CC(C)(C)C)=O)C1C=CC=CC=1.C([Si@]1(Cl)[N:25]([CH3:26])[C@@H:24]([CH3:27])[CH:23]([C:28]2[CH:33]=[CH:32][CH:31]=[CH:30][CH:29]=2)[O:22]1)C=C.O1CC[SiH2]N1, predict the reaction product. The product is: [CH3:27][C@H:24]([NH:25][CH3:26])[C@@H:23]([OH:22])[C:28]1[CH:33]=[CH:32][CH:31]=[CH:30][CH:29]=1. (5) Given the reactants Cl.[OH:2][NH2:3].C[O-].[Na+].C[O:8][C:9](=O)[C:10]1[CH:15]=[CH:14][C:13]([CH2:16][N:17]2[CH:21]=[C:20]([C:22]3[CH:27]=[CH:26][C:25]([N:28]([CH3:30])[CH3:29])=[CH:24][CH:23]=3)[N:19]=[N:18]2)=[CH:12][CH:11]=1.C(O)(=O)C, predict the reaction product. The product is: [CH3:30][N:28]([CH3:29])[C:25]1[CH:26]=[CH:27][C:22]([C:20]2[NH:19][NH:18][N:17]([CH2:16][C:13]3[CH:14]=[CH:15][C:10]([C:9]([NH:3][OH:2])=[O:8])=[CH:11][CH:12]=3)[CH:21]=2)=[CH:23][CH:24]=1. (6) Given the reactants [CH:1]([N:4]1[C:12]2[C:7](=[C:8]([C:16]3[CH:21]=[CH:20][C:19]([CH3:22])=[CH:18][N:17]=3)[CH:9]=[C:10]([C:13]([OH:15])=O)[CH:11]=2)[CH:6]=[N:5]1)([CH3:3])[CH3:2].[CH3:23][C:24]1[N:25]=[CH:26][C:27]([CH2:30][NH2:31])=[N:28][CH:29]=1.CCN=C=NCCCN(C)C.C1C=CC2N(O)N=NC=2C=1.CN1CCOCC1, predict the reaction product. The product is: [CH3:23][C:24]1[N:25]=[CH:26][C:27]([CH2:30][NH:31][C:13]([C:10]2[CH:11]=[C:12]3[C:7]([CH:6]=[N:5][N:4]3[CH:1]([CH3:2])[CH3:3])=[C:8]([C:16]3[CH:21]=[CH:20][C:19]([CH3:22])=[CH:18][N:17]=3)[CH:9]=2)=[O:15])=[N:28][CH:29]=1. (7) Given the reactants Br[N:2]1[C:10]2[C:5](=[CH:6][CH:7]=[CH:8][CH:9]=2)[CH:4]=[C:3]1[C:11]1[CH:12]=[N:13][CH:14]=[CH:15][C:16]=1[CH3:17].[B:18]1([B:18]2[O:22][C:21]([CH3:24])([CH3:23])[C:20]([CH3:26])([CH3:25])[O:19]2)[O:22][C:21]([CH3:24])([CH3:23])[C:20]([CH3:26])([CH3:25])[O:19]1.C([O-])(=O)C.[K+], predict the reaction product. The product is: [CH3:17][C:16]1[CH:15]=[CH:14][N:13]=[CH:12][C:11]=1[C:3]1[NH:2][C:10]2[C:5]([CH:4]=1)=[CH:6][C:7]([B:18]1[O:22][C:21]([CH3:24])([CH3:23])[C:20]([CH3:26])([CH3:25])[O:19]1)=[CH:8][CH:9]=2. (8) Given the reactants Br[C:2]1[CH:3]=[C:4]([N:8]([CH3:19])[C:9](=[O:18])[C:10]2[CH:15]=[CH:14][C:13]([F:16])=[CH:12][C:11]=2[F:17])[CH:5]=[N:6][CH:7]=1.CCO.CC1(C)C(C)(C)OB([C:31]2[CH:36]=[CH:35][N:34]=[C:33]([NH:37][C:38](=[O:40])[CH3:39])[CH:32]=2)O1.C(=O)([O-])[O-].[Na+].[Na+], predict the reaction product. The product is: [C:38]([NH:37][C:33]1[CH:32]=[C:31]([C:2]2[CH:7]=[N:6][CH:5]=[C:4]([N:8]([CH3:19])[C:9](=[O:18])[C:10]3[CH:15]=[CH:14][C:13]([F:16])=[CH:12][C:11]=3[F:17])[CH:3]=2)[CH:36]=[CH:35][N:34]=1)(=[O:40])[CH3:39]. (9) The product is: [Cl:1][C:2]1[CH:3]=[C:4]2[C:8](=[CH:9][CH:10]=1)[N:7]([C:11]1[N:15]([CH3:16])[N:14]=[C:13]([CH3:17])[C:12]=1/[CH:18]=[CH:19]/[C:20]([NH:22][S:23]([N:26]1[CH2:27][CH2:28][C:29](=[O:30])[CH2:34][CH2:35]1)(=[O:25])=[O:24])=[O:21])[CH:6]=[CH:5]2. Given the reactants [Cl:1][C:2]1[CH:3]=[C:4]2[C:8](=[CH:9][CH:10]=1)[N:7]([C:11]1[N:15]([CH3:16])[N:14]=[C:13]([CH3:17])[C:12]=1/[CH:18]=[CH:19]/[C:20]([NH:22][S:23]([N:26]1[CH2:35][CH2:34][C:29]3(OCC[O:30]3)[CH2:28][CH2:27]1)(=[O:25])=[O:24])=[O:21])[CH:6]=[CH:5]2.Cl.O, predict the reaction product.